This data is from Reaction yield outcomes from USPTO patents with 853,638 reactions. The task is: Predict the reaction yield, written as a fraction of the theoretical maximum amount of product (1.0 means a 100% yield; for example, 0.34 means a 34% yield). The reactants are [F:1][C:2]1[C:9]([OH:10])=[CH:8][CH:7]=[C:6]([F:11])[C:3]=1[CH:4]=[O:5].Br[CH2:13][CH2:14][O:15][CH:16]1[CH2:21][CH2:20][CH2:19][CH2:18][O:17]1.C(=O)([O-])[O-].[K+].[K+].O. The catalyst is CN(C)C=O. The product is [F:1][C:2]1[C:9]([O:10][CH2:13][CH2:14][O:15][CH:16]2[CH2:21][CH2:20][CH2:19][CH2:18][O:17]2)=[CH:8][CH:7]=[C:6]([F:11])[C:3]=1[CH:4]=[O:5]. The yield is 0.660.